Dataset: Full USPTO retrosynthesis dataset with 1.9M reactions from patents (1976-2016). Task: Predict the reactants needed to synthesize the given product. (1) Given the product [ClH:20].[CH3:16][O:15][CH2:14][C:10]1([CH2:17][O:18][CH3:19])[O:11][CH2:12][CH2:13][NH:8][CH2:9]1, predict the reactants needed to synthesize it. The reactants are: C([N:8]1[CH2:13][CH2:12][O:11][C:10]([CH2:17][O:18][CH3:19])([CH2:14][O:15][CH3:16])[CH2:9]1)C1C=CC=CC=1.[ClH:20]. (2) The reactants are: [CH2:1]([O:8][C:9](=[O:34])[N:10]([CH2:15][CH:16]([OH:33])[CH:17]([NH:25]C(OC(C)(C)C)=O)[CH2:18][C:19]1[CH:24]=[CH:23][CH:22]=[CH:21][CH:20]=1)[CH2:11][CH:12]([CH3:14])[CH3:13])[C:2]1[CH:7]=[CH:6][CH:5]=[CH:4][CH:3]=1.[ClH:35]. Given the product [Cl-:35].[CH2:18]([CH:17]([NH3+:25])[CH:16]([OH:33])[CH2:15][N:10]([C:9]([O:8][CH2:1][C:2]1[CH:3]=[CH:4][CH:5]=[CH:6][CH:7]=1)=[O:34])[CH2:11][CH:12]([CH3:14])[CH3:13])[C:19]1[CH:20]=[CH:21][CH:22]=[CH:23][CH:24]=1, predict the reactants needed to synthesize it.